The task is: Predict the reaction yield, written as a fraction of the theoretical maximum amount of product (1.0 means a 100% yield; for example, 0.34 means a 34% yield).. This data is from Reaction yield outcomes from USPTO patents with 853,638 reactions. (1) The product is [CH:1]1([C@H:4]2[O:9][C@@H:8]([C:10]3[CH:19]=[CH:18][C:13]([C:14]([O:16][CH3:17])=[O:15])=[CH:12][CH:11]=3)[CH2:7][C:6](=[N:29][O:28][CH3:27])[CH2:5]2)[CH2:3][CH2:2]1. The yield is 0.980. The reactants are [CH:1]1([C@H:4]2[O:9][C@@H:8]([C:10]3[CH:19]=[CH:18][C:13]([C:14]([O:16][CH3:17])=[O:15])=[CH:12][CH:11]=3)[CH2:7][C:6](=O)[CH2:5]2)[CH2:3][CH2:2]1.C([O-])(=O)C.[Na+].Cl.[CH3:27][O:28][NH2:29]. The catalyst is CO. (2) The reactants are [OH:1][C:2]1[C:11]([CH3:12])=[C:10](O)[CH:9]=[CH:8][C:3]=1[C:4]([O:6]C)=[O:5].[C:14](=O)([O-])[O-].[Cs+].[Cs+].I[CH2:21][CH3:22].[OH-].[Na+].CN([CH:28]=[O:29])C. The catalyst is O1CCOCC1. The product is [CH2:21]([O:1][C:2]1[C:11]([CH3:12])=[C:10]([O:29][CH2:28][CH3:14])[CH:9]=[CH:8][C:3]=1[C:4]([OH:6])=[O:5])[CH3:22]. The yield is 0.800. (3) The reactants are [C:1]([C:3]1[C:11]2[C:6](=[N:7][CH:8]=[C:9]([C:12]3[CH:17]=[CH:16][C:15]([S:18]([CH:21]([CH3:23])[CH3:22])(=[O:20])=[O:19])=[CH:14][CH:13]=3)[N:10]=2)[NH:5][CH:4]=1)#[CH:2].Cl[C:25](=[N:42][OH:43])[C:26]1[CH:27]=[C:28]([CH:32]([NH:34][C:35](=[O:41])[O:36][C:37]([CH3:40])([CH3:39])[CH3:38])[CH3:33])[CH:29]=[CH:30][CH:31]=1.C(N(CC)CC)C. The catalyst is C1COCC1. The product is [CH:21]([S:18]([C:15]1[CH:14]=[CH:13][C:12]([C:9]2[N:10]=[C:11]3[C:3]([C:1]4[O:43][N:42]=[C:25]([C:26]5[CH:27]=[C:28]([CH:32]([NH:34][C:35](=[O:41])[O:36][C:37]([CH3:40])([CH3:39])[CH3:38])[CH3:33])[CH:29]=[CH:30][CH:31]=5)[CH:2]=4)=[CH:4][NH:5][C:6]3=[N:7][CH:8]=2)=[CH:17][CH:16]=1)(=[O:20])=[O:19])([CH3:23])[CH3:22]. The yield is 0.640. (4) The reactants are [NH:1]([C:13]([O:15][C:16]([CH3:19])([CH3:18])[CH3:17])=[O:14])[C@H:2]([C:10]([OH:12])=O)[CH2:3][CH:4]1[CH2:9][CH2:8][CH2:7][CH2:6][CH2:5]1.CCN(C(C)C)C(C)C.F[P-](F)(F)(F)(F)F.N1(O[P+](N(C)C)(N(C)C)N(C)C)C2C=CC=CC=2N=N1.[S:56]1[CH:60]=[CH:59][N:58]=[C:57]1[NH2:61]. The catalyst is CN(C=O)C.O. The product is [C:16]([O:15][C:13](=[O:14])[NH:1][C@H:2]([C:10](=[O:12])[NH:61][C:57]1[S:56][CH:60]=[CH:59][N:58]=1)[CH2:3][CH:4]1[CH2:5][CH2:6][CH2:7][CH2:8][CH2:9]1)([CH3:19])([CH3:18])[CH3:17]. The yield is 0.740. (5) The reactants are [CH3:1][C:2]1[C:7]([N:8]2[CH2:13][CH2:12]N[CH2:10][CH2:9]2)=[C:6]([CH3:14])[CH:5]=[C:4]([CH3:15])[C:3]=1[NH2:16].[CH3:17]CN(C(C)C)C(C)C.ClC(Cl)(O[C:30](=[O:36])OC(Cl)(Cl)Cl)Cl.[CH2:38]([N:45]1[CH2:50][CH2:49][N:48]([CH2:51][CH2:52][NH2:53])[CH2:47][CH2:46]1)[C:39]1[CH:44]=[CH:43][CH:42]=[CH:41][CH:40]=1. The catalyst is ClCCCl. The product is [CH2:38]([N:45]1[CH2:46][CH2:47][N:48]([CH2:51][CH2:52][NH:53][C:30]([NH:16][C:3]2[C:4]([CH3:15])=[CH:5][C:6]([CH3:14])=[C:7]([N:8]3[CH2:9][CH2:10][CH2:17][CH2:12][CH2:13]3)[C:2]=2[CH3:1])=[O:36])[CH2:49][CH2:50]1)[C:39]1[CH:40]=[CH:41][CH:42]=[CH:43][CH:44]=1. The yield is 0.640. (6) The reactants are [N+:1]([C:4]1[CH:9]=[CH:8][C:7]([CH2:10][S:11]([N:14]2[CH2:18][CH2:17][CH2:16][CH2:15]2)(=[O:13])=[O:12])=[CH:6][CH:5]=1)([O-])=O.[N+](C1C=C(CC(Cl)=O)C=CC=1)([O-])=O.N1CCCC1. The catalyst is C(Cl)(Cl)Cl. The product is [N:14]1([S:11]([CH2:10][C:7]2[CH:8]=[CH:9][C:4]([NH2:1])=[CH:5][CH:6]=2)(=[O:13])=[O:12])[CH2:15][CH2:16][CH2:17][CH2:18]1. The yield is 0.740.